Dataset: Forward reaction prediction with 1.9M reactions from USPTO patents (1976-2016). Task: Predict the product of the given reaction. (1) Given the reactants [C:1]([C:3]1[CH:4]=[CH:5][C:6]([NH:9][C@@H:10]2[CH2:14][CH2:13][N:12]([C:15]([NH:17][CH:18]3[CH2:24][CH:23]4[N:25](C(OC(C)(C)C)=O)[CH:20]([CH2:21][CH2:22]4)[CH2:19]3)=[O:16])[CH2:11]2)=[N:7][CH:8]=1)#[N:2].[ClH:33].O1CCOCC1, predict the reaction product. The product is: [ClH:33].[ClH:33].[CH:20]12[NH:25][CH:23]([CH2:22][CH2:21]1)[CH2:24][CH:18]([NH:17][C:15]([N:12]1[CH2:13][CH2:14][C@@H:10]([NH:9][C:6]3[CH:5]=[CH:4][C:3]([C:1]#[N:2])=[CH:8][N:7]=3)[CH2:11]1)=[O:16])[CH2:19]2. (2) Given the reactants [C:1]([C:5]1[CH:9]=[C:8]([NH:10][C:11](=[O:19])OC2C=CC=CC=2)[N:7]([C:20]2[CH:25]=[CH:24][C:23]([CH3:26])=[CH:22][CH:21]=2)[N:6]=1)([CH3:4])([CH3:3])[CH3:2].[NH2:27][C:28]1[C:37]2[C:32](=[CH:33][CH:34]=[CH:35][CH:36]=2)[C:31]([O:38][C:39]2[CH:44]=[CH:43][N:42]=[C:41]([NH:45][C:46]3[CH:51]=[C:50]([O:52][CH2:53][CH2:54][O:55][CH2:56][CH2:57][O:58][CH2:59][CH2:60][O:61][CH3:62])[N:49]=[C:48]([O:63][CH3:64])[CH:47]=3)[N:40]=2)=[CH:30][CH:29]=1.CCN(CC)CC, predict the reaction product. The product is: [C:1]([C:5]1[CH:9]=[C:8]([NH:10][C:11]([NH:27][C:28]2[C:37]3[C:32](=[CH:33][CH:34]=[CH:35][CH:36]=3)[C:31]([O:38][C:39]3[CH:44]=[CH:43][N:42]=[C:41]([NH:45][C:46]4[CH:51]=[C:50]([O:52][CH2:53][CH2:54][O:55][CH2:56][CH2:57][O:58][CH2:59][CH2:60][O:61][CH3:62])[N:49]=[C:48]([O:63][CH3:64])[CH:47]=4)[N:40]=3)=[CH:30][CH:29]=2)=[O:19])[N:7]([C:20]2[CH:25]=[CH:24][C:23]([CH3:26])=[CH:22][CH:21]=2)[N:6]=1)([CH3:2])([CH3:3])[CH3:4].